Dataset: SARS-CoV-2 main protease (3CLPro) crystallographic fragment screen with 879 compounds. Task: Binary Classification. Given a drug SMILES string, predict its activity (active/inactive) in a high-throughput screening assay against a specified biological target. (1) The compound is CCOC(N)=O. The result is 0 (inactive). (2) The compound is CSc1nsc(NC(C)=O)n1. The result is 0 (inactive).